This data is from Full USPTO retrosynthesis dataset with 1.9M reactions from patents (1976-2016). The task is: Predict the reactants needed to synthesize the given product. Given the product [CH3:12][O:13][C:14]1[CH:19]=[CH:18][C:17]([C:2]2[CH:10]=[CH:9][CH:8]=[C:7]3[C:3]=2[C:4]([NH2:11])=[N:5][NH:6]3)=[CH:16][CH:15]=1, predict the reactants needed to synthesize it. The reactants are: Cl[C:2]1[CH:10]=[CH:9][CH:8]=[C:7]2[C:3]=1[C:4]([NH2:11])=[N:5][NH:6]2.[CH3:12][O:13][C:14]1[CH:19]=[CH:18][C:17](B(O)O)=[CH:16][CH:15]=1.P([O-])([O-])([O-])=O.[K+].[K+].[K+].